From a dataset of Reaction yield outcomes from USPTO patents with 853,638 reactions. Predict the reaction yield, written as a fraction of the theoretical maximum amount of product (1.0 means a 100% yield; for example, 0.34 means a 34% yield). (1) The reactants are C([Li])CCC.Br[C:7]1[CH:12]=[CH:11][CH:10]=[C:9](Br)[C:8]=1[O:14][CH2:15][CH2:16]Br.[S:18](=[O:20])=[O:19].[Cl:21]NC(=O)CCC(N)=O. The catalyst is O1CCCC1.CCCCCC.ClCCl. The product is [O:14]1[C:8]2[C:9]([S:18]([Cl:21])(=[O:20])=[O:19])=[CH:10][CH:11]=[CH:12][C:7]=2[CH2:16][CH2:15]1. The yield is 0.510. (2) The reactants are Br[C:2]1[C:3]([NH:9][CH:10]2[CH2:14][CH2:13][CH2:12][CH2:11]2)=[N:4][C:5]([Cl:8])=[N:6][CH:7]=1.ClCCl.CCN(CC)CC.[CH2:25]([O:27][CH:28]([O:31][CH2:32][CH3:33])[C:29]#[CH:30])[CH3:26]. The catalyst is C1COCC1.C1C=CC(P(C2C=CC=CC=2)[C-]2C=CC=C2)=CC=1.C1C=CC(P(C2C=CC=CC=2)[C-]2C=CC=C2)=CC=1.Cl[Pd]Cl.[Fe+2].[Cu]I. The product is [Cl:8][C:5]1[N:4]=[C:3]([NH:9][CH:10]2[CH2:14][CH2:13][CH2:12][CH2:11]2)[C:2]([C:30]#[C:29][CH:28]([O:31][CH2:32][CH3:33])[O:27][CH2:25][CH3:26])=[CH:7][N:6]=1. The yield is 0.540. (3) The reactants are [Br:1][C:2]1[CH:3]=[C:4]([CH:25]=[CH:26][CH:27]=1)[CH2:5][N:6]1[C:14]2[C:13](=[O:15])[N:12]([CH3:16])[C:11](=[O:17])[N:10]([CH3:18])[C:9]=2[N:8]=[C:7]1[S:19][C:20]([CH3:24])([CH3:23])[CH:21]=[O:22].[CH:28]([Mg]Br)([CH3:30])[CH3:29]. The catalyst is C1COCC1. The product is [Br:1][C:2]1[CH:3]=[C:4]([CH:25]=[CH:26][CH:27]=1)[CH2:5][N:6]1[C:14]2[C:13](=[O:15])[N:12]([CH3:16])[C:11](=[O:17])[N:10]([CH3:18])[C:9]=2[N:8]=[C:7]1[S:19][C:20]([CH3:23])([CH:21]([OH:22])[CH2:29][CH2:28][CH3:30])[CH3:24]. The yield is 0.530. (4) The reactants are [CH3:1][C:2]([C:13]1[NH:14][C:15]2[C:20]([CH:21]=1)=[CH:19][C:18]([N+:22]([O-])=O)=[CH:17][CH:16]=2)([CH3:12])[CH2:3][NH:4][C:5](=[O:11])[O:6][C:7]([CH3:10])([CH3:9])[CH3:8].C([O-])=O.[NH4+]. The catalyst is C1COCC1.O.[Pd]. The product is [NH2:22][C:18]1[CH:19]=[C:20]2[C:15](=[CH:16][CH:17]=1)[NH:14][C:13]([C:2]([CH3:12])([CH3:1])[CH2:3][NH:4][C:5](=[O:11])[O:6][C:7]([CH3:9])([CH3:8])[CH3:10])=[CH:21]2. The yield is 0.800. (5) The reactants are [C:1]([O:11][C:12]([CH3:15])([CH3:14])[CH3:13])(=[O:10])[CH2:2][C:3]([O:5][C:6]([CH3:9])([CH3:8])[CH3:7])=[O:4].C(=O)([O-])[O-].[K+].[K+].Cl[CH2:23][C:24]1[N:25]=[C:26]([C:30]2[CH:39]=[CH:38][C:33]([C:34]([O:36][CH3:37])=[O:35])=[CH:32][CH:31]=2)[O:27][C:28]=1[CH3:29]. The catalyst is CN(C)C=O. The product is [C:12]([O:11][C:1](=[O:10])[CH:2]([C:3]([O:5][C:6]([CH3:7])([CH3:8])[CH3:9])=[O:4])[CH2:23][C:24]1[N:25]=[C:26]([C:30]2[CH:39]=[CH:38][C:33]([C:34]([O:36][CH3:37])=[O:35])=[CH:32][CH:31]=2)[O:27][C:28]=1[CH3:29])([CH3:15])([CH3:14])[CH3:13]. The yield is 0.900.